This data is from Forward reaction prediction with 1.9M reactions from USPTO patents (1976-2016). The task is: Predict the product of the given reaction. Given the reactants Cl.[NH2:2][C:3]1[N:8]=[C:7]([OH:9])[C:6]([CH2:10][C:11]2[CH:16]=[CH:15][C:14]([CH2:17][O:18]C3CCCCO3)=[CH:13][CH:12]=2)=[C:5]([CH3:25])[N:4]=1, predict the reaction product. The product is: [NH2:2][C:3]1[N:8]=[C:7]([OH:9])[C:6]([CH2:10][C:11]2[CH:16]=[CH:15][C:14]([CH2:17][OH:18])=[CH:13][CH:12]=2)=[C:5]([CH3:25])[N:4]=1.